Dataset: Reaction yield outcomes from USPTO patents with 853,638 reactions. Task: Predict the reaction yield, written as a fraction of the theoretical maximum amount of product (1.0 means a 100% yield; for example, 0.34 means a 34% yield). (1) The reactants are Br[C:2]1[C:3]([CH3:17])=[C:4]([O:13][CH:14]([CH3:16])[CH3:15])[C:5]2[O:9][CH:8]([CH3:10])[CH2:7][C:6]=2[C:11]=1[CH3:12].[CH3:18][O:19][C:20]1[CH:25]=[CH:24][C:23]([N:26]2[CH2:31][CH2:30][NH:29][CH2:28][CH2:27]2)=[CH:22][CH:21]=1. No catalyst specified. The product is [CH3:18][O:19][C:20]1[CH:21]=[CH:22][C:23]([N:26]2[CH2:31][CH2:30][N:29]([C:2]3[C:3]([CH3:17])=[C:4]([O:13][CH:14]([CH3:16])[CH3:15])[C:5]4[O:9][CH:8]([CH3:10])[CH2:7][C:6]=4[C:11]=3[CH3:12])[CH2:28][CH2:27]2)=[CH:24][CH:25]=1. The yield is 0.340. (2) The reactants are [H-].[Al+3].[Li+].[H-].[H-].[H-].[CH:7]1([NH:12][CH2:13][CH2:14][C:15]#[N:16])[CH2:11][CH2:10][CH2:9][CH2:8]1.[OH-].[Na+].S([O-])([O-])(=O)=O.[Mg+2]. The product is [CH:7]1([NH:12][CH2:13][CH2:14][CH2:15][NH2:16])[CH2:11][CH2:10][CH2:9][CH2:8]1. The catalyst is C(OCC)C.O. The yield is 0.730. (3) The catalyst is ClCCCl. The reactants are [CH3:1][C:2]1[CH:11]=[CH:10][C:9]2[C:4](=[CH:5][CH:6]=[CH:7][C:8]=2[O:12][CH2:13][CH2:14][N:15]2[CH2:20][CH2:19][NH:18][CH2:17][CH2:16]2)[N:3]=1.[N:21]1[C:25]2[CH:26]=[CH:27][CH:28]=[C:29]([CH:30]=O)[C:24]=2[NH:23][CH:22]=1.C(O[BH-](OC(=O)C)OC(=O)C)(=O)C.[Na+].C([O-])(O)=O.[Na+]. The product is [N:21]1[C:25]2[CH:26]=[CH:27][CH:28]=[C:29]([CH2:30][N:18]3[CH2:19][CH2:20][N:15]([CH2:14][CH2:13][O:12][C:8]4[CH:7]=[CH:6][CH:5]=[C:4]5[C:9]=4[CH:10]=[CH:11][C:2]([CH3:1])=[N:3]5)[CH2:16][CH2:17]3)[C:24]=2[NH:23][CH:22]=1. The yield is 0.220. (4) The reactants are [NH2:1][C:2]1[CH:7]=[C:6]([C:8]([CH3:11])([CH3:10])[CH3:9])[CH:5]=[CH:4][C:3]=1[OH:12]. The yield is 0.880. The product is [C:8]([C:6]1[CH:5]=[CH:4][C:3]2[O:12][C:4]([CH2:3][C:2]#[N:1])=[N:1][C:2]=2[CH:7]=1)([CH3:9])([CH3:11])[CH3:10]. The catalyst is ClCCl. (5) The reactants are [Cl:1][C:2]1[CH:7]=[CH:6][C:5]([CH2:8][C:9]2[C:18]3[C:13](=[CH:14][CH:15]=[CH:16][CH:17]=3)[C:12](=[O:19])[N:11]([CH2:20][C@H:21]3[CH2:25][CH2:24][CH2:23][N:22]3[CH2:26][CH2:27][CH2:28][CH2:29][C:30]3[CH:35]=[CH:34][C:33]([O:36][CH2:37][CH2:38][CH2:39][N:40]4[CH2:46][CH2:45][CH2:44][CH2:43][CH2:42][CH2:41]4)=[CH:32][CH:31]=3)[N:10]=2)=[CH:4][CH:3]=1.[ClH:47]. The product is [ClH:1].[ClH:47].[Cl:1][C:2]1[CH:3]=[CH:4][C:5]([CH2:8][C:9]2[C:18]3[C:13](=[CH:14][CH:15]=[CH:16][CH:17]=3)[C:12](=[O:19])[N:11]([CH2:20][C@H:21]3[CH2:25][CH2:24][CH2:23][N:22]3[CH2:26][CH2:27][CH2:28][CH2:29][C:30]3[CH:31]=[CH:32][C:33]([O:36][CH2:37][CH2:38][CH2:39][N:40]4[CH2:46][CH2:45][CH2:44][CH2:43][CH2:42][CH2:41]4)=[CH:34][CH:35]=3)[N:10]=2)=[CH:6][CH:7]=1. The yield is 1.00. The catalyst is CO.